This data is from Forward reaction prediction with 1.9M reactions from USPTO patents (1976-2016). The task is: Predict the product of the given reaction. (1) Given the reactants C1C=CC(P(C2C(C3C(P(C4C=CC=CC=4)C4C=CC=CC=4)=CC=C4C=3C=CC=C4)=C3C(C=CC=C3)=CC=2)C2C=CC=CC=2)=CC=1.N#N.C(=O)([O-])[O-].[Cs+].[Cs+].[NH2:55][C:56]1[CH:57]=[C:58]([CH:72]=[C:73]([O:75][CH3:76])[CH:74]=1)[C:59]([NH:61][CH2:62][CH2:63][O:64][CH2:65][CH2:66][O:67][CH2:68][CH2:69][O:70][CH3:71])=[O:60].[C:77]([O:81][C:82](=[O:102])[NH:83][C:84]1[C:93]2[C:88](=[CH:89][CH:90]=[CH:91][CH:92]=2)[C:87]([O:94][C:95]2[CH:100]=[CH:99][N:98]=[C:97](Cl)[CH:96]=2)=[CH:86][CH:85]=1)([CH3:80])([CH3:79])[CH3:78], predict the reaction product. The product is: [C:77]([O:81][C:82](=[O:102])[NH:83][C:84]1[C:93]2[C:88](=[CH:89][CH:90]=[CH:91][CH:92]=2)[C:87]([O:94][C:95]2[CH:100]=[CH:99][N:98]=[C:97]([NH:55][C:56]3[CH:57]=[C:58]([C:59](=[O:60])[NH:61][CH2:62][CH2:63][O:64][CH2:65][CH2:66][O:67][CH2:68][CH2:69][O:70][CH3:71])[CH:72]=[C:73]([O:75][CH3:76])[CH:74]=3)[CH:96]=2)=[CH:86][CH:85]=1)([CH3:80])([CH3:78])[CH3:79]. (2) Given the reactants [Li+].[OH-].[F:3][C:4]1[CH:9]=[CH:8][C:7]([N:10]2[CH2:15][CH:14]3[C:12]([C:16]([O:18]C)=[O:17])([CH2:13]3)[C:11]2=[O:20])=[CH:6][CH:5]=1.Cl, predict the reaction product. The product is: [F:3][C:4]1[CH:5]=[CH:6][C:7]([N:10]2[CH2:15][CH:14]3[C:12]([C:16]([OH:18])=[O:17])([CH2:13]3)[C:11]2=[O:20])=[CH:8][CH:9]=1. (3) The product is: [Cl:11][C:9]1[CH:8]=[C:4]([CH:3]=[C:2]([N:14]([CH3:13])[CH2:15][CH:16]2[CH2:18][CH:17]2[CH3:20])[N:10]=1)[C:5]([OH:7])=[O:6]. Given the reactants Cl[C:2]1[CH:3]=[C:4]([CH:8]=[C:9]([Cl:11])[N:10]=1)[C:5]([OH:7])=[O:6].Cl.[CH3:13][NH:14][CH2:15][C:16]1(C)[CH2:18][CH2:17]1.[C:20](=O)([O-])[O-].[Cs+].[Cs+], predict the reaction product. (4) Given the reactants [NH2:1][C:2]1[N:7]=[C:6]([OH:8])[CH:5]=[C:4]([NH2:9])[N:3]=1.CC([O-])=O.[Na+].Br[CH2:16][C:17]([C:19]1[CH:26]=[CH:25][C:22]([C:23]#[N:24])=[CH:21][CH:20]=1)=O, predict the reaction product. The product is: [NH2:1][C:2]1[N:7]=[C:6]([OH:8])[C:5]2[CH:16]=[C:17]([C:19]3[CH:26]=[CH:25][C:22]([C:23]#[N:24])=[CH:21][CH:20]=3)[NH:9][C:4]=2[N:3]=1. (5) Given the reactants Cl[C:2]1[N:7]=[CH:6][N:5]=[C:4]([C:8]2[CH:9]=[CH:10][C:11]([O:16][CH:17]3[CH2:22][CH2:21][O:20][CH2:19][CH2:18]3)=[C:12]([CH:15]=2)[C:13]#[N:14])[N:3]=1.Cl.[F:24][CH:25]([F:36])[O:26][C:27]1[CH:33]=[CH:32][C:30]([NH2:31])=[CH:29][C:28]=1[O:34][CH3:35].C(N(CC)C(C)C)(C)C, predict the reaction product. The product is: [F:24][CH:25]([F:36])[O:26][C:27]1[CH:33]=[CH:32][C:30]([NH:31][C:2]2[N:7]=[CH:6][N:5]=[C:4]([C:8]3[CH:9]=[CH:10][C:11]([O:16][CH:17]4[CH2:22][CH2:21][O:20][CH2:19][CH2:18]4)=[C:12]([CH:15]=3)[C:13]#[N:14])[N:3]=2)=[CH:29][C:28]=1[O:34][CH3:35]. (6) The product is: [Cl:1][C:2]1[CH:24]=[CH:23][C:5]([CH2:6][NH:7][C:8]([C:10]2[C:11](=[O:22])[C:12]3[S:19][C:18]([CH2:20][N:25]4[CH2:30][CH2:29][O:28][CH2:27][CH2:26]4)=[CH:17][C:13]=3[N:14]([CH3:16])[CH:15]=2)=[O:9])=[CH:4][CH:3]=1. Given the reactants [Cl:1][C:2]1[CH:24]=[CH:23][C:5]([CH2:6][NH:7][C:8]([C:10]2[C:11](=[O:22])[C:12]3[S:19][C:18]([CH2:20]Cl)=[CH:17][C:13]=3[N:14]([CH3:16])[CH:15]=2)=[O:9])=[CH:4][CH:3]=1.[NH:25]1[CH2:30][CH2:29][O:28][CH2:27][CH2:26]1.C(N(C(C)C)CC)(C)C, predict the reaction product.